Dataset: Full USPTO retrosynthesis dataset with 1.9M reactions from patents (1976-2016). Task: Predict the reactants needed to synthesize the given product. (1) Given the product [Cl:19][C:18]1[N:8]2[CH:9]=[C:10]([C:22]3[CH:23]=[CH:24][O:20][CH:21]=3)[CH:11]=[C:12]([C:13]([F:16])([F:15])[F:14])[C:7]2=[N:6][C:5]=1[C:3]([OH:2])=[O:4], predict the reactants needed to synthesize it. The reactants are: C[O:2][C:3]([C:5]1[N:6]=[C:7]2[C:12]([C:13]([F:16])([F:15])[F:14])=[CH:11][C:10](Br)=[CH:9][N:8]2[C:18]=1[Cl:19])=[O:4].[O:20]1[CH:24]=[CH:23][C:22](B(O)O)=[CH:21]1.C(Cl)Cl.[O-]P([O-])([O-])=O.[K+].[K+].[K+]. (2) Given the product [NH2:15][C:12]1[CH:11]=[CH:10][C:9]([C:7]([NH:6][CH2:1][CH2:2][CH2:3][CH2:4][CH3:5])=[O:8])=[CH:14][CH:13]=1, predict the reactants needed to synthesize it. The reactants are: [CH2:1]([NH:6][C:7]([C:9]1[CH:14]=[CH:13][C:12]([NH:15]C(=O)[O-])=[CH:11][CH:10]=1)=[O:8])[CH2:2][CH2:3][CH2:4][CH3:5]. (3) Given the product [N:6]1[CH:7]=[CH:8][CH:9]=[C:4]([C:3]2[N:13]=[C:17]([CH2:16][C:14]#[N:15])[NH:19][N:20]=2)[CH:5]=1, predict the reactants needed to synthesize it. The reactants are: Cl.Cl.[C:3](=[NH:13])(OCC)[C:4]1[CH:9]=[CH:8][CH:7]=[N:6][CH:5]=1.[C:14]([CH2:16][C:17]([NH:19][NH2:20])=O)#[N:15].CO.[OH-].[Na+]. (4) Given the product [CH3:1][C:2]1([CH3:18])[CH2:16][C:6]2[N:7]=[C:8]([N:10]3[CH2:11][CH2:12][O:13][CH2:14][CH2:15]3)[S:9][C:5]=2[CH:4]([OH:17])[CH2:3]1, predict the reactants needed to synthesize it. The reactants are: [CH3:1][C:2]1([CH3:18])[CH2:16][C:6]2[N:7]=[C:8]([N:10]3[CH2:15][CH2:14][O:13][CH2:12][CH2:11]3)[S:9][C:5]=2[C:4](=[O:17])[CH2:3]1.[H-].[H-].[H-].[H-].[Li+].[Al+3].[OH-].[Na+]. (5) Given the product [F:30][C:26]1[CH:25]=[C:24]([C@@H:6]([NH:7][C:8]([NH:10][CH2:11][CH2:12][CH2:13][C:14]2[CH:23]=[CH:22][C:21]3[CH2:20][CH2:19][CH2:18][NH:17][C:16]=3[N:15]=2)=[O:9])[CH2:5][C:4]([OH:31])=[O:3])[CH:29]=[CH:28][CH:27]=1, predict the reactants needed to synthesize it. The reactants are: C([O:3][C:4](=[O:31])[CH2:5][C@@H:6]([C:24]1[CH:29]=[CH:28][CH:27]=[C:26]([F:30])[CH:25]=1)[NH:7][C:8]([NH:10][CH2:11][CH2:12][CH2:13][C:14]1[CH:23]=[CH:22][C:21]2[CH2:20][CH2:19][CH2:18][NH:17][C:16]=2[N:15]=1)=[O:9])C.[OH-].[Na+]. (6) The reactants are: [C:1]1([C:7]2[C:15]3[C:10](=[CH:11][C:12]([O:16][CH2:17][CH2:18][CH2:19][C:20]4[CH:25]=[CH:24][CH:23]=[CH:22][CH:21]=4)=[CH:13][CH:14]=3)[C:9](=[O:26])[C:8]=2[C:27]([O-:29])=[O:28])[CH:6]=[CH:5][CH:4]=[CH:3][CH:2]=1.C(N(CC)CC)C.[CH:37]1([NH2:43])[CH2:42][CH2:41][CH2:40][CH2:39][CH2:38]1.O=C1N(P(Cl)(N2CCOC2=O)=O)CCO1.Cl. Given the product [CH:37]1([NH-:43])[CH2:42][CH2:41][CH2:40][CH2:39][CH2:38]1.[C:1]1([C:7]2[C:15]3[C:10](=[CH:11][C:12]([O:16][CH2:17][CH2:18][CH2:19][C:20]4[CH:25]=[CH:24][CH:23]=[CH:22][CH:21]=4)=[CH:13][CH:14]=3)[C:9](=[O:26])[C:8]=2[C:27]([O-:29])=[O:28])[CH:2]=[CH:3][CH:4]=[CH:5][CH:6]=1, predict the reactants needed to synthesize it.